Dataset: M1 muscarinic receptor antagonist screen with 61,756 compounds. Task: Binary Classification. Given a drug SMILES string, predict its activity (active/inactive) in a high-throughput screening assay against a specified biological target. (1) The molecule is S(CCN1CCOCC1)c1n(Cc2ccccc2)c(nn1)c1cccnc1. The result is 0 (inactive). (2) The compound is n1(ncc2c1ncnc2NCc1ccccc1)c1ccccc1. The result is 0 (inactive). (3) The molecule is S(=O)(=O)(N1CCC(CC1)C)c1ccc(NC(=O)c2sccc2)cc1. The result is 0 (inactive).